Task: Predict the reactants needed to synthesize the given product.. Dataset: Full USPTO retrosynthesis dataset with 1.9M reactions from patents (1976-2016) (1) Given the product [C:31]([C:28]1[CH:27]=[CH:26][CH:25]=[C:24]2[C:29]=1[CH:30]=[C:21]([C:18]1[CH:19]=[CH:20][C:15]([CH2:14][N:11]3[CH2:10][CH2:9][NH:8][CH2:13][CH2:12]3)=[CH:16][CH:17]=1)[NH:22][C:23]2=[O:33])#[CH:32], predict the reactants needed to synthesize it. The reactants are: C(OC([N:8]1[CH2:13][CH2:12][N:11]([CH2:14][C:15]2[CH:20]=[CH:19][C:18]([C:21]3[NH:22][C:23](=[O:33])[C:24]4[C:29]([CH:30]=3)=[C:28]([C:31]#[CH:32])[CH:27]=[CH:26][CH:25]=4)=[CH:17][CH:16]=2)[CH2:10][CH2:9]1)=O)(C)(C)C.Cl.O1CCOCC1. (2) The reactants are: [CH:1]1([C:5]2[C:10]([OH:11])=[C:9]([F:12])[C:8]([C:13]3[CH:22]=[N:21][C:20]4[NH:19][CH2:18][CH2:17][O:16][C:15]=4[CH:14]=3)=[CH:7][CH:6]=2)[CH2:4][CH2:3][CH2:2]1.Cl[C:24]1[CH:29]=[C:28]([O:30][CH3:31])[N:27]=[CH:26][N:25]=1. Given the product [CH:1]1([C:5]2[CH:6]=[CH:7][C:8]([C:13]3[CH:22]=[N:21][C:20]4[NH:19][CH2:18][CH2:17][O:16][C:15]=4[CH:14]=3)=[C:9]([F:12])[C:10]=2[O:11][C:24]2[CH:29]=[C:28]([O:30][CH3:31])[N:27]=[CH:26][N:25]=2)[CH2:2][CH2:3][CH2:4]1, predict the reactants needed to synthesize it. (3) Given the product [CH:30]1[C:40]2[CH:39]=[CH:38][C:37]3[CH:41]=[CH:42][CH:43]=[CH:44][C:36]=3[C:35](=[CH:45][CH2:46][CH2:47][N:48]([CH3:49])[C:14]([C@@H:9]([N:8]([CH3:17])[C:6](=[O:7])[O:5][C:1]([CH3:2])([CH3:3])[CH3:4])[CH2:10][CH:11]([CH3:12])[CH3:13])=[O:16])[C:34]=2[CH:33]=[CH:32][CH:31]=1, predict the reactants needed to synthesize it. The reactants are: [C:1]([O:5][C:6]([N:8]([CH3:17])[C@H:9]([C:14]([OH:16])=O)[CH2:10][CH:11]([CH3:13])[CH3:12])=[O:7])([CH3:4])([CH3:3])[CH3:2].Cl.C(N=C=NCCCN(C)C)C.[CH:30]1[C:40]2[CH:39]=[CH:38][C:37]3[CH:41]=[CH:42][CH:43]=[CH:44][C:36]=3[C:35](=[CH:45][CH2:46][CH2:47][NH:48][CH3:49])[C:34]=2[CH:33]=[CH:32][CH:31]=1.C(N(CC)CC)C.C(=O)([O-])O.[Na+]. (4) Given the product [CH3:24][O:23][C:13]1[C:11]2[N:12]=[C:8]([NH:7][C:5](=[O:6])[C:4]3[CH:25]=[CH:26][N:27]=[C:2]([CH2:28][CH2:29][CH3:30])[CH:3]=3)[S:9][C:10]=2[C:16]([CH:17]2[CH2:22][CH2:21][O:20][CH2:19][CH2:18]2)=[CH:15][CH:14]=1, predict the reactants needed to synthesize it. The reactants are: Br[C:2]1[CH:3]=[C:4]([CH:25]=[CH:26][N:27]=1)[C:5]([NH:7][C:8]1[S:9][C:10]2[C:16]([CH:17]3[CH2:22][CH2:21][O:20][CH2:19][CH2:18]3)=[CH:15][CH:14]=[C:13]([O:23][CH3:24])[C:11]=2[N:12]=1)=[O:6].[CH2:28]([Sn](CCCC)(CCCC)CCCC)[CH:29]=[CH2:30].C1(P(C2C=CC=CC=2)C2C=CC=CC=2)C=CC=CC=1.[Cl-].[Li+].C(C1C(O)=C(C(C)(C)C)C=C(C)C=1)(C)(C)C. (5) Given the product [Br:39][C:40]1[N:41]([C:50]2[C:59]3[C:54](=[CH:55][CH:56]=[CH:57][CH:58]=3)[C:53]([CH:60]3[CH2:62][CH2:61]3)=[CH:52][CH:51]=2)[C:42]([S:45][CH2:46][C:47]([NH:7][CH2:6][C:5]([OH:4])=[O:8])=[O:48])=[N:43][N:44]=1, predict the reactants needed to synthesize it. The reactants are: Cl.C([O:4][C:5](=[O:8])[CH2:6][NH2:7])C.Cl.C(N=C=NCCCN(C)C)C.ON1C2N=CC=CC=2N=N1.N1C(C)=CC=CC=1C.[Br:39][C:40]1[N:41]([C:50]2[C:59]3[C:54](=[CH:55][CH:56]=[CH:57][CH:58]=3)[C:53]([CH:60]3[CH2:62][CH2:61]3)=[CH:52][CH:51]=2)[C:42]([S:45][CH2:46][C:47](O)=[O:48])=[N:43][N:44]=1. (6) Given the product [CH2:1]([O:8][C:9]([NH:11][C@H:12]([CH2:17][O:18][C:2]([CH3:7])([CH3:3])[CH3:1])[C:13]([O:15][CH3:16])=[O:14])=[O:10])[C:2]1[CH:3]=[CH:4][CH:5]=[CH:6][CH:7]=1, predict the reactants needed to synthesize it. The reactants are: [CH2:1]([O:8][C:9]([NH:11][C@H:12]([CH2:17][OH:18])[C:13]([O:15][CH3:16])=[O:14])=[O:10])[C:2]1[CH:7]=[CH:6][CH:5]=[CH:4][CH:3]=1.S(=O)(=O)(O)O.S([O-])([O-])(=O)=O.[Na+].[Na+].